From a dataset of Catalyst prediction with 721,799 reactions and 888 catalyst types from USPTO. Predict which catalyst facilitates the given reaction. (1) Reactant: I[C:2]1[N:6]2[CH:7]=[C:8]([C:11]3[CH:12]=[C:13]([NH:19][S:20]([CH:23]4[CH2:25][CH2:24]4)(=[O:22])=[O:21])[C:14]([O:17][CH3:18])=[N:15][CH:16]=3)[CH:9]=[CH:10][C:5]2=[N:4][CH:3]=1.C(N(CC)CC)C.[CH2:33]([OH:36])[C:34]#[CH:35]. Product: [OH:36][CH2:33][C:34]#[C:35][C:2]1[N:6]2[CH:7]=[C:8]([C:11]3[CH:12]=[C:13]([NH:19][S:20]([CH:23]4[CH2:24][CH2:25]4)(=[O:22])=[O:21])[C:14]([O:17][CH3:18])=[N:15][CH:16]=3)[CH:9]=[CH:10][C:5]2=[N:4][CH:3]=1. The catalyst class is: 555. (2) Reactant: [F:1][C:2]([F:21])([F:20])[C:3]1[C:4]([NH2:19])=[N:5][CH:6]=[C:7]([C:9]2[CH:14]=[CH:13][C:12]([C:15]([F:18])([F:17])[F:16])=[CH:11][CH:10]=2)[CH:8]=1.C([O-])(O)=O.[Na+].Cl[CH2:28][CH:29]=O.O. Product: [F:21][C:2]([F:1])([F:20])[C:3]1[C:4]2[N:5]([CH:28]=[CH:29][N:19]=2)[CH:6]=[C:7]([C:9]2[CH:14]=[CH:13][C:12]([C:15]([F:18])([F:17])[F:16])=[CH:11][CH:10]=2)[CH:8]=1. The catalyst class is: 14. (3) Reactant: C[O:2][C:3](=[O:35])[CH2:4][CH2:5][NH:6][C:7](=[O:34])[C:8]1[CH:13]=[CH:12][C:11]([CH:14]([O:17][C:18]2[CH:23]=[CH:22][C:21]([C:24]3[CH:29]=[CH:28][C:27]([C:30]([F:33])([F:32])[F:31])=[CH:26][CH:25]=3)=[CH:20][CH:19]=2)[CH2:15][CH3:16])=[CH:10][CH:9]=1.[OH-].[Na+]. Product: [F:31][C:30]([F:32])([F:33])[C:27]1[CH:26]=[CH:25][C:24]([C:21]2[CH:22]=[CH:23][C:18]([O:17][CH:14]([C:11]3[CH:10]=[CH:9][C:8]([C:7]([NH:6][CH2:5][CH2:4][C:3]([OH:35])=[O:2])=[O:34])=[CH:13][CH:12]=3)[CH2:15][CH3:16])=[CH:19][CH:20]=2)=[CH:29][CH:28]=1. The catalyst class is: 5. (4) Reactant: [F:1][C:2]1[CH:8]=[C:7]([I:9])[CH:6]=[CH:5][C:3]=1[NH2:4].Cl[C:11]1[N:12]=[N:13][C:14]([Cl:20])=[CH:15][C:16]=1[C:17]([OH:19])=[O:18].[Li+].C[Si]([N-][Si](C)(C)C)(C)C. Product: [Cl:20][C:14]1[N:13]=[N:12][C:11]([NH:4][C:3]2[CH:5]=[CH:6][C:7]([I:9])=[CH:8][C:2]=2[F:1])=[C:16]([C:17]([OH:19])=[O:18])[CH:15]=1. The catalyst class is: 56. (5) The catalyst class is: 5. Product: [ClH:1].[NH2:2][C:3]1[N:11]=[C:10]([O:12][CH2:13][CH2:14][CH2:15][CH3:16])[N:9]=[C:8]2[C:4]=1[NH:5][C:6](=[O:42])[N:7]2[CH2:17][CH2:18][CH2:19][N:20]([CH2:30][C:31]1[CH:32]=[C:33]([CH2:37][C:38]([O:40][CH3:41])=[O:39])[CH:34]=[CH:35][CH:36]=1)[CH2:21][CH2:22][CH2:23][N:24]1[CH2:29][CH2:28][O:27][CH2:26][CH2:25]1. Reactant: [ClH:1].[NH2:2][C:3]1[N:11]=[C:10]([O:12][CH2:13][CH2:14][CH2:15][CH3:16])[N:9]=[C:8]2[C:4]=1[NH:5][C:6](=[O:42])[N:7]2[CH2:17][CH2:18][CH2:19][N:20]([CH2:30][C:31]1[CH:32]=[C:33]([CH2:37][C:38]([O:40][CH3:41])=[O:39])[CH:34]=[CH:35][CH:36]=1)[CH2:21][CH2:22][CH2:23][N:24]1[CH2:29][CH2:28][O:27][CH2:26][CH2:25]1. (6) Reactant: [CH3:1][O:2][C:3]1[CH:8]=[CH:7][C:6]([N:9]2[CH2:14][CH2:13][O:12][CH2:11][CH2:10]2)=[CH:5][C:4]=1[NH2:15].[C:16]([N:24]=[C:25]=[S:26])(=[O:23])[C:17]1[CH:22]=[CH:21][CH:20]=[CH:19][CH:18]=1. Product: [C:16]([NH:24][C:25]([NH:15][C:4]1[CH:5]=[C:6]([N:9]2[CH2:10][CH2:11][O:12][CH2:13][CH2:14]2)[CH:7]=[CH:8][C:3]=1[O:2][CH3:1])=[S:26])(=[O:23])[C:17]1[CH:22]=[CH:21][CH:20]=[CH:19][CH:18]=1. The catalyst class is: 21.